Dataset: Full USPTO retrosynthesis dataset with 1.9M reactions from patents (1976-2016). Task: Predict the reactants needed to synthesize the given product. The reactants are: [F:1][C:2]1[CH:7]=[CH:6][CH:5]=[C:4]([F:8])[C:3]=1[N:9]1[C:14]2[N:15]=[C:16]([S:29][CH3:30])[N:17]=[C:18]([C:19]3[CH:20]=[C:21]([CH:25]=[CH:26][C:27]=3[CH3:28])[C:22](O)=O)[C:13]=2[CH:12]=[CH:11][C:10]1=[O:31].[CH2:32]([NH2:39])[C:33]1[CH:38]=[CH:37][CH:36]=[CH:35][CH:34]=1.C(Cl)CCl.C1C=CC2N([OH:53])N=NC=2C=1. Given the product [F:8][C:4]1[CH:5]=[CH:6][CH:7]=[C:2]([F:1])[C:3]=1[N:9]1[C:14]2[N:15]=[C:16]([S:29][CH3:30])[N:17]=[C:18]([C:19]3[CH:20]=[C:21]([CH3:22])[CH:25]=[CH:26][C:27]=3[C:28]([NH:39][CH2:32][C:33]3[CH:38]=[CH:37][CH:36]=[CH:35][CH:34]=3)=[O:53])[C:13]=2[CH:12]=[CH:11][C:10]1=[O:31], predict the reactants needed to synthesize it.